Dataset: Catalyst prediction with 721,799 reactions and 888 catalyst types from USPTO. Task: Predict which catalyst facilitates the given reaction. Reactant: [Cl:1][C:2]1[CH:7]=[CH:6][C:5](/[N:8]=[CH:9]/[C:10]2[CH:15]=[CH:14][CH:13]=[C:12]([N+:16]([O-:18])=[O:17])[CH:11]=2)=[CH:4][CH:3]=1.[CH2:19]=[C:20]([CH3:22])[CH3:21].B(F)(F)F.CCOCC.C(#N)C. Product: [Cl:1][C:2]1[CH:3]=[C:4]2[C:5](=[CH:6][CH:7]=1)[NH:8][CH:9]([C:10]1[CH:15]=[CH:14][CH:13]=[C:12]([N+:16]([O-:18])=[O:17])[CH:11]=1)[CH2:19][C:20]2([CH3:22])[CH3:21]. The catalyst class is: 170.